Dataset: Forward reaction prediction with 1.9M reactions from USPTO patents (1976-2016). Task: Predict the product of the given reaction. Given the reactants [C:1]([C:3]1[CH:10]=[CH:9][C:6]([CH:7]=O)=[C:5]([CH3:11])[CH:4]=1)#[N:2].[F:12][C:13]([F:25])([F:24])[C:14]1[CH:15]=[C:16]([NH:20][C:21]([NH2:23])=[S:22])[CH:17]=[CH:18][CH:19]=1.O=[C:27]([CH3:34])[CH2:28][C:29]([O:31][CH2:32][CH3:33])=[O:30].C[Si](OP(=O)=O)(C)C.Cl, predict the reaction product. The product is: [C:1]([C:3]1[CH:10]=[CH:9][C:6]([CH:7]2[C:28]([C:29]([O:31][CH2:32][CH3:33])=[O:30])=[C:27]([CH3:34])[N:20]([C:16]3[CH:17]=[CH:18][CH:19]=[C:14]([C:13]([F:12])([F:24])[F:25])[CH:15]=3)[C:21](=[S:22])[NH:23]2)=[C:5]([CH3:11])[CH:4]=1)#[N:2].